Task: Predict the reactants needed to synthesize the given product.. Dataset: Full USPTO retrosynthesis dataset with 1.9M reactions from patents (1976-2016) (1) Given the product [CH2:22]([C:2]1[C:3](=[O:21])[O:4][C@H:5]([CH2:10][CH2:11][CH2:12][CH2:13][CH2:14][CH2:15][CH2:16][CH2:17][CH2:18][CH2:19][CH3:20])[CH2:6][C:7]=1[OH:9])[CH2:23][CH2:24][CH2:25][CH2:26][CH3:27], predict the reactants needed to synthesize it. The reactants are: Br[CH:2]([CH2:22][CH2:23][CH2:24][CH2:25][CH2:26][CH3:27])[C:3](=[O:21])[O:4][C@H:5]([CH2:10][CH2:11][CH2:12][CH2:13][CH2:14][CH2:15][CH2:16][CH2:17][CH2:18][CH2:19][CH3:20])[CH2:6][C:7]([O-:9])=O.C([Mg]Cl)(C)(C)C. (2) Given the product [CH:21]([O:1][NH:2][C:3]([C:5]1[C:6]([C:13]([O:15][C:16]([CH3:19])([CH3:18])[CH3:17])=[O:14])=[N:7][C:8]([CH2:11][NH2:12])=[CH:9][CH:10]=1)=[NH:4])([CH3:23])[CH3:22], predict the reactants needed to synthesize it. The reactants are: [OH:1][NH:2][C:3]([C:5]1[C:6]([C:13]([O:15][C:16]([CH3:19])([CH3:18])[CH3:17])=[O:14])=[N:7][C:8]([CH2:11][NH2:12])=[CH:9][CH:10]=1)=[NH:4].I[CH:21]([CH3:23])[CH3:22].C(=O)([O-])[O-].[Cs+].[Cs+].C(OC(=O)C)C.CCCCCC. (3) Given the product [ClH:25].[ClH:57].[ClH:1].[CH3:4][NH:7][C:8]([C:10]1[C:18]2[CH:17]=[C:16]([C:19]3[C:24]([Br:56])=[CH:23][N:22]=[C:21]([NH:26][CH2:27][CH2:28][CH2:29][N:30]4[CH2:35][CH2:34][N:33]([CH3:36])[CH2:32][CH2:31]4)[N:20]=3)[S:15][C:14]=2[CH:13]=[CH:12][CH:11]=1)=[O:9], predict the reactants needed to synthesize it. The reactants are: [ClH:1].Cl.Cl.[CH:4]1([NH:7][C:8]([C:10]2[C:18]3[CH:17]=[C:16]([C:19]4[C:24]([Cl:25])=[CH:23][N:22]=[C:21]([NH:26][CH2:27][CH2:28][CH2:29][N:30]5[CH2:35][CH2:34][N:33]([CH3:36])[CH2:32][CH2:31]5)[N:20]=4)[S:15][C:14]=3[CH:13]=[CH:12][CH:11]=2)=[O:9])CC1.CNC(C1C2C=C(C3C([Br:56])=CN=C([Cl:57])N=3)SC=2C=CC=1)=O. (4) Given the product [NH2:38][CH2:6][CH2:7][N:8]1[CH2:12][CH:11]([C:13]2[CH:18]=[CH:17][CH:16]=[C:15]([C:19]([F:20])([F:21])[F:22])[CH:14]=2)[N:10]([C:23]2[CH:24]=[CH:25][C:26]([O:29][C:30]3[CH:35]=[CH:34][C:33]([Cl:36])=[CH:32][CH:31]=3)=[CH:27][CH:28]=2)[C:9]1=[O:37], predict the reactants needed to synthesize it. The reactants are: CS(O[CH2:6][CH2:7][N:8]1[CH2:12][CH:11]([C:13]2[CH:18]=[CH:17][CH:16]=[C:15]([C:19]([F:22])([F:21])[F:20])[CH:14]=2)[N:10]([C:23]2[CH:28]=[CH:27][C:26]([O:29][C:30]3[CH:35]=[CH:34][C:33]([Cl:36])=[CH:32][CH:31]=3)=[CH:25][CH:24]=2)[C:9]1=[O:37])(=O)=O.[NH4+:38].[OH-]. (5) Given the product [F:11][C:5]1[CH:4]=[C:3]([N:12]2[CH2:17][CH2:16][N:15]([CH3:18])[CH2:14][CH2:13]2)[C:2]([F:1])=[CH:7][C:6]=1[NH2:8], predict the reactants needed to synthesize it. The reactants are: [F:1][C:2]1[CH:7]=[C:6]([N+:8]([O-])=O)[C:5]([F:11])=[CH:4][C:3]=1[N:12]1[CH2:17][CH2:16][N:15]([CH3:18])[CH2:14][CH2:13]1.